From a dataset of NCI-60 drug combinations with 297,098 pairs across 59 cell lines. Regression. Given two drug SMILES strings and cell line genomic features, predict the synergy score measuring deviation from expected non-interaction effect. (1) Drug 1: C1=CC(=CC=C1CCCC(=O)O)N(CCCl)CCCl. Drug 2: CC(C)(C#N)C1=CC(=CC(=C1)CN2C=NC=N2)C(C)(C)C#N. Cell line: HCT-15. Synergy scores: CSS=19.4, Synergy_ZIP=-3.38, Synergy_Bliss=-4.17, Synergy_Loewe=-4.63, Synergy_HSA=-4.82. (2) Drug 1: C1CN(P(=O)(OC1)NCCCl)CCCl. Drug 2: COCCOC1=C(C=C2C(=C1)C(=NC=N2)NC3=CC=CC(=C3)C#C)OCCOC.Cl. Cell line: SNB-75. Synergy scores: CSS=0.0665, Synergy_ZIP=-0.809, Synergy_Bliss=-1.65, Synergy_Loewe=-2.45, Synergy_HSA=-1.14. (3) Drug 1: CN1C2=C(C=C(C=C2)N(CCCl)CCCl)N=C1CCCC(=O)O.Cl. Drug 2: CCN(CC)CCCC(C)NC1=C2C=C(C=CC2=NC3=C1C=CC(=C3)Cl)OC. Cell line: UACC-257. Synergy scores: CSS=2.76, Synergy_ZIP=-1.56, Synergy_Bliss=-0.992, Synergy_Loewe=-3.64, Synergy_HSA=-0.833. (4) Drug 1: CCC1=CC2CC(C3=C(CN(C2)C1)C4=CC=CC=C4N3)(C5=C(C=C6C(=C5)C78CCN9C7C(C=CC9)(C(C(C8N6C)(C(=O)OC)O)OC(=O)C)CC)OC)C(=O)OC.C(C(C(=O)O)O)(C(=O)O)O. Drug 2: C1C(C(OC1N2C=NC3=C(N=C(N=C32)Cl)N)CO)O. Cell line: SK-OV-3. Synergy scores: CSS=48.6, Synergy_ZIP=1.95, Synergy_Bliss=4.31, Synergy_Loewe=0.313, Synergy_HSA=4.16. (5) Drug 1: CC12CCC3C(C1CCC2=O)CC(=C)C4=CC(=O)C=CC34C. Drug 2: COC1=CC(=CC(=C1O)OC)C2C3C(COC3=O)C(C4=CC5=C(C=C24)OCO5)OC6C(C(C7C(O6)COC(O7)C8=CC=CS8)O)O. Cell line: MALME-3M. Synergy scores: CSS=38.5, Synergy_ZIP=-2.14, Synergy_Bliss=3.01, Synergy_Loewe=-3.90, Synergy_HSA=4.47. (6) Drug 1: C1CC(C1)(C(=O)O)C(=O)O.[NH2-].[NH2-].[Pt+2]. Drug 2: CS(=O)(=O)OCCCCOS(=O)(=O)C. Cell line: HCT116. Synergy scores: CSS=25.3, Synergy_ZIP=-5.78, Synergy_Bliss=-1.22, Synergy_Loewe=2.20, Synergy_HSA=2.05. (7) Drug 1: CC1OCC2C(O1)C(C(C(O2)OC3C4COC(=O)C4C(C5=CC6=C(C=C35)OCO6)C7=CC(=C(C(=C7)OC)O)OC)O)O. Drug 2: CC1=C(C(CCC1)(C)C)C=CC(=CC=CC(=CC(=O)O)C)C. Cell line: NCI/ADR-RES. Synergy scores: CSS=2.09, Synergy_ZIP=-2.23, Synergy_Bliss=-3.13, Synergy_Loewe=-3.31, Synergy_HSA=-3.07.